This data is from Forward reaction prediction with 1.9M reactions from USPTO patents (1976-2016). The task is: Predict the product of the given reaction. (1) Given the reactants [NH2:1][C:2]1[CH:3]=[C:4]2[C:8](=[CH:9][CH:10]=1)[N:7]([CH:11]([CH2:13][CH3:14])[CH3:12])[C:6](=[O:15])[CH2:5]2.[CH3:16][O:17][C:18]([C@@H:20]1[O:22][CH2:21]1)=[O:19].FC(F)(F)S([O-])(=O)=O.[Li+], predict the reaction product. The product is: [CH3:16][O:17][C:18](=[O:19])[C@H:20]([OH:22])[CH2:21][NH:1][C:2]1[CH:3]=[C:4]2[C:8](=[CH:9][CH:10]=1)[N:7]([CH:11]([CH2:13][CH3:14])[CH3:12])[C:6](=[O:15])[CH2:5]2. (2) Given the reactants Br[C:2]1[CH:9]=[CH:8][C:5](C#N)=[CH:4][C:3]=1[C:10]([F:13])([F:12])[F:11].[F:14][C:15]1[CH:20]=[CH:19][CH:18]=[CH:17][C:16]=1C1C=CC=CC=1C(O)=O.[C:30](=[O:33])([O-])[O-:31].[Na+].[Na+].[OH-].[K+], predict the reaction product. The product is: [F:14][C:15]1[CH:20]=[CH:19][CH:18]=[CH:17][C:16]=1[C:2]1[CH:9]=[CH:8][C:5]([C:30]([OH:31])=[O:33])=[CH:4][C:3]=1[C:10]([F:11])([F:12])[F:13]. (3) Given the reactants [CH:1]([C:3]1[CH:4]=[C:5]([CH:15]=[CH:16][CH:17]=1)[O:6][CH:7]([CH2:12][CH2:13]O)[C:8]([O:10][CH3:11])=[O:9])=[O:2].CCN(CC)CC.C1(C)C=CC(S(Cl)(=O)=O)=CC=1.C([O-])([O-])=O.[Cs+].[Cs+], predict the reaction product. The product is: [CH:1]([C:3]1[CH:4]=[C:5]([CH:15]=[CH:16][CH:17]=1)[O:6][C:7]1([C:8]([O:10][CH3:11])=[O:9])[CH2:13][CH2:12]1)=[O:2].